Dataset: NCI-60 drug combinations with 297,098 pairs across 59 cell lines. Task: Regression. Given two drug SMILES strings and cell line genomic features, predict the synergy score measuring deviation from expected non-interaction effect. (1) Drug 1: CC1=C(C(=CC=C1)Cl)NC(=O)C2=CN=C(S2)NC3=CC(=NC(=N3)C)N4CCN(CC4)CCO. Drug 2: CC1=C(C(=O)C2=C(C1=O)N3CC4C(C3(C2COC(=O)N)OC)N4)N. Cell line: SN12C. Synergy scores: CSS=36.4, Synergy_ZIP=0.289, Synergy_Bliss=4.21, Synergy_Loewe=2.81, Synergy_HSA=5.33. (2) Drug 1: CS(=O)(=O)OCCCCOS(=O)(=O)C. Drug 2: CC(C)NC(=O)C1=CC=C(C=C1)CNNC.Cl. Cell line: OVCAR3. Synergy scores: CSS=2.83, Synergy_ZIP=-1.81, Synergy_Bliss=-0.472, Synergy_Loewe=-4.06, Synergy_HSA=-3.97. (3) Drug 1: CS(=O)(=O)C1=CC(=C(C=C1)C(=O)NC2=CC(=C(C=C2)Cl)C3=CC=CC=N3)Cl. Drug 2: C1=CC(=CC=C1C#N)C(C2=CC=C(C=C2)C#N)N3C=NC=N3. Cell line: BT-549. Synergy scores: CSS=6.12, Synergy_ZIP=0.102, Synergy_Bliss=6.23, Synergy_Loewe=4.44, Synergy_HSA=4.42. (4) Drug 1: CC(C1=C(C=CC(=C1Cl)F)Cl)OC2=C(N=CC(=C2)C3=CN(N=C3)C4CCNCC4)N. Drug 2: CCC1(CC2CC(C3=C(CCN(C2)C1)C4=CC=CC=C4N3)(C5=C(C=C6C(=C5)C78CCN9C7C(C=CC9)(C(C(C8N6C)(C(=O)OC)O)OC(=O)C)CC)OC)C(=O)OC)O.OS(=O)(=O)O. Cell line: NCI-H460. Synergy scores: CSS=39.5, Synergy_ZIP=5.22, Synergy_Bliss=7.23, Synergy_Loewe=6.28, Synergy_HSA=6.53. (5) Drug 1: C1=CC(=C2C(=C1NCCNCCO)C(=O)C3=C(C=CC(=C3C2=O)O)O)NCCNCCO. Drug 2: COC1=CC(=CC(=C1O)OC)C2C3C(COC3=O)C(C4=CC5=C(C=C24)OCO5)OC6C(C(C7C(O6)COC(O7)C8=CC=CS8)O)O. Cell line: MDA-MB-231. Synergy scores: CSS=40.4, Synergy_ZIP=-7.93, Synergy_Bliss=-4.99, Synergy_Loewe=-0.707, Synergy_HSA=1.19. (6) Drug 1: CC1=C2C(C(=O)C3(C(CC4C(C3C(C(C2(C)C)(CC1OC(=O)C(C(C5=CC=CC=C5)NC(=O)OC(C)(C)C)O)O)OC(=O)C6=CC=CC=C6)(CO4)OC(=O)C)OC)C)OC. Drug 2: B(C(CC(C)C)NC(=O)C(CC1=CC=CC=C1)NC(=O)C2=NC=CN=C2)(O)O. Cell line: NCI-H226. Synergy scores: CSS=36.8, Synergy_ZIP=5.87, Synergy_Bliss=4.49, Synergy_Loewe=-0.538, Synergy_HSA=4.84. (7) Drug 1: CN1C(=O)N2C=NC(=C2N=N1)C(=O)N. Drug 2: C1=CN(C=N1)CC(O)(P(=O)(O)O)P(=O)(O)O. Cell line: HCT116. Synergy scores: CSS=-0.0955, Synergy_ZIP=-1.84, Synergy_Bliss=-9.70, Synergy_Loewe=-3.09, Synergy_HSA=-7.75. (8) Drug 1: C1=CC(=CC=C1CCC2=CNC3=C2C(=O)NC(=N3)N)C(=O)NC(CCC(=O)O)C(=O)O. Drug 2: COC1=CC(=CC(=C1O)OC)C2C3C(COC3=O)C(C4=CC5=C(C=C24)OCO5)OC6C(C(C7C(O6)COC(O7)C8=CC=CS8)O)O. Cell line: NCI-H522. Synergy scores: CSS=29.4, Synergy_ZIP=-15.5, Synergy_Bliss=-18.0, Synergy_Loewe=-19.8, Synergy_HSA=-14.6. (9) Drug 1: CC1C(C(CC(O1)OC2CC(CC3=C2C(=C4C(=C3O)C(=O)C5=C(C4=O)C(=CC=C5)OC)O)(C(=O)CO)O)N)O.Cl. Cell line: UACC-257. Drug 2: C1CNP(=O)(OC1)N(CCCl)CCCl. Synergy scores: CSS=-2.05, Synergy_ZIP=1.55, Synergy_Bliss=1.29, Synergy_Loewe=1.14, Synergy_HSA=-0.0823. (10) Drug 1: C1=CC(=CC=C1CCC2=CNC3=C2C(=O)NC(=N3)N)C(=O)NC(CCC(=O)O)C(=O)O. Drug 2: CCC1(CC2CC(C3=C(CCN(C2)C1)C4=CC=CC=C4N3)(C5=C(C=C6C(=C5)C78CCN9C7C(C=CC9)(C(C(C8N6C=O)(C(=O)OC)O)OC(=O)C)CC)OC)C(=O)OC)O.OS(=O)(=O)O. Cell line: SN12C. Synergy scores: CSS=20.0, Synergy_ZIP=-1.58, Synergy_Bliss=-2.83, Synergy_Loewe=-2.36, Synergy_HSA=-1.44.